Task: Regression/Classification. Given a drug SMILES string, predict its absorption, distribution, metabolism, or excretion properties. Task type varies by dataset: regression for continuous measurements (e.g., permeability, clearance, half-life) or binary classification for categorical outcomes (e.g., BBB penetration, CYP inhibition). Dataset: cyp2d6_veith.. Dataset: CYP2D6 inhibition data for predicting drug metabolism from PubChem BioAssay (1) The molecule is Cc1cc([N+](=O)[O-])nn1Cc1ccccc1F. The result is 0 (non-inhibitor). (2) The molecule is CC(C)C12CN3CC(C(C)C)(CN(C1)C3c1ccco1)C2=O. The result is 0 (non-inhibitor). (3) The drug is NS(=O)(=O)c1ccc(N=Nc2cc3ccccc3c(C(=O)O)c2O)cc1. The result is 0 (non-inhibitor).